From a dataset of Full USPTO retrosynthesis dataset with 1.9M reactions from patents (1976-2016). Predict the reactants needed to synthesize the given product. (1) Given the product [F:33][C:34]([F:47])([F:46])[S:35]([O:26][C@H:10]1[C@H:9]([O:8][Si:1]([C:4]([CH3:7])([CH3:6])[CH3:5])([CH3:3])[CH3:2])[CH:14]=[C:13]([C:15]2[CH:20]=[CH:19][N:18]=[CH:17][C:16]=2[N+:21]([O-:23])=[O:22])[O:12][C@@H:11]1[CH:24]=[CH2:25])(=[O:37])=[O:36], predict the reactants needed to synthesize it. The reactants are: [Si:1]([O:8][C@@H:9]1[CH:14]=[C:13]([C:15]2[CH:20]=[CH:19][N:18]=[CH:17][C:16]=2[N+:21]([O-:23])=[O:22])[O:12][C@H:11]([CH:24]=[CH2:25])[C@H:10]1[OH:26])([C:4]([CH3:7])([CH3:6])[CH3:5])([CH3:3])[CH3:2].N1C=CC=CC=1.[F:33][C:34]([F:47])([F:46])[S:35](O[S:35]([C:34]([F:47])([F:46])[F:33])(=[O:37])=[O:36])(=[O:37])=[O:36]. (2) Given the product [CH3:13][C:14]1[C:15]([C:2]2[C:3]([C:9]([O:11][CH3:12])=[O:10])=[N:4][C:5]([CH3:8])=[CH:6][CH:7]=2)=[N:16][CH:17]=[CH:18][CH:19]=1, predict the reactants needed to synthesize it. The reactants are: Br[C:2]1[C:3]([C:9]([O:11][CH3:12])=[O:10])=[N:4][C:5]([CH3:8])=[CH:6][CH:7]=1.[CH3:13][C:14]1[C:15]([Sn](CCCC)(CCCC)CCCC)=[N:16][CH:17]=[CH:18][CH:19]=1. (3) Given the product [F:52][C:49]1[C:50]2[CH:51]=[C:43]3[C:42]4[N:55]=[C:38]([C:19]5[C:20]([N:22]([CH3:27])[S:23]([CH3:26])(=[O:24])=[O:25])=[CH:21][C:11]6[O:10][C:9]([C:7]7[CH:6]=[CH:5][N:4]=[C:3]([O:2][CH3:1])[CH:8]=7)=[C:13]([C:14]([NH:16][CH3:17])=[O:15])[C:12]=6[CH:18]=5)[CH:39]=[CH:40][C:41]=4[O:54][CH2:53][N:44]3[C:45]=2[CH:46]=[CH:47][CH:48]=1, predict the reactants needed to synthesize it. The reactants are: [CH3:1][O:2][C:3]1[CH:8]=[C:7]([C:9]2[O:10][C:11]3[CH:21]=[C:20]([N:22]([CH3:27])[S:23]([CH3:26])(=[O:25])=[O:24])[C:19](B4OC(C)(C)C(C)(C)O4)=[CH:18][C:12]=3[C:13]=2[C:14]([NH:16][CH3:17])=[O:15])[CH:6]=[CH:5][N:4]=1.Cl[C:38]1[CH:39]=[CH:40][C:41]2[O:54][CH2:53][N:44]3[C:45]4[CH:46]=[CH:47][CH:48]=[C:49]([F:52])[C:50]=4[CH:51]=[C:43]3[C:42]=2[N:55]=1.C([O-])([O-])=O.[Na+].[Na+].CC(C1C=C(C(C)C)C(C2C=CC=CC=2P(C2CCCCC2)C2CCCCC2)=C(C(C)C)C=1)C.